From a dataset of Forward reaction prediction with 1.9M reactions from USPTO patents (1976-2016). Predict the product of the given reaction. (1) Given the reactants [OH:1][C:2]1[CH:15]=[CH:14][C:13]2[C:4](=[CH:5][C:6]3[C:11]([CH:12]=2)=[CH:10][C:9]([OH:16])=[CH:8][CH:7]=3)[CH:3]=1.[CH2:17](N(CC)CC)C.[C:24](Cl)(=[O:28])[C:25]([CH3:27])=[CH2:26].[O:30]1[CH2:34][CH2:33][CH2:32]C1, predict the reaction product. The product is: [C:24]([O:1][C:2]1[CH:15]=[CH:14][C:13]2[C:4](=[CH:5][C:6]3[C:11]([CH:12]=2)=[CH:10][C:9]([O:16][C:34](=[O:30])[C:33]([CH3:17])=[CH2:32])=[CH:8][CH:7]=3)[CH:3]=1)(=[O:28])[C:25]([CH3:27])=[CH2:26]. (2) Given the reactants [OH:1][C:2]1([C:26]([F:29])([F:28])[F:27])[C:10]2[C:5](=[CH:6][CH:7]=[C:8]([N:11]3[CH:16]=[C:15]([C:17]([O:19][CH2:20][CH3:21])=[O:18])[C:14](=[O:22])[NH:13][C:12]3=[O:23])[CH:9]=2)[N:4]([CH3:24])[C:3]1=[O:25].Br[CH2:31][C:32]1[CH:37]=[CH:36][CH:35]=[C:34]([C:38]([F:41])([F:40])[F:39])[C:33]=1[CH3:42], predict the reaction product. The product is: [OH:1][C:2]1([C:26]([F:28])([F:29])[F:27])[C:10]2[C:5](=[CH:6][CH:7]=[C:8]([N:11]3[CH:16]=[C:15]([C:17]([O:19][CH2:20][CH3:21])=[O:18])[C:14](=[O:22])[N:13]([CH2:31][C:32]4[CH:37]=[CH:36][CH:35]=[C:34]([C:38]([F:39])([F:40])[F:41])[C:33]=4[CH3:42])[C:12]3=[O:23])[CH:9]=2)[N:4]([CH3:24])[C:3]1=[O:25]. (3) Given the reactants [CH3:1][NH:2]C(C1N(CC2N3C=C(C)C=CC3=NC=2C2C=CC(C)=CC=2)N=CN=1)=O.[Cl:28][C:29]1[CH:34]=[CH:33][C:32]([C:35]2[N:36]=[C:37]3[CH:42]=[CH:41][CH:40]=[N:39][N:38]3[C:43]=2[CH2:44][N:45]2[CH:49]=[CH:48][N:47]=[C:46]2[C:50]([O:52]C)=O)=[CH:31][CH:30]=1.CN, predict the reaction product. The product is: [Cl:28][C:29]1[CH:34]=[CH:33][C:32]([C:35]2[N:36]=[C:37]3[CH:42]=[CH:41][CH:40]=[N:39][N:38]3[C:43]=2[CH2:44][N:45]2[CH:49]=[CH:48][N:47]=[C:46]2[C:50]([NH:2][CH3:1])=[O:52])=[CH:31][CH:30]=1. (4) Given the reactants [Br:1][C:2]1[C:7](=[O:8])[NH:6][C:4](=[O:5])[C:3]=1[Br:9].CN1CCOCC1.[CH3:17][O:18][C:19](Cl)=[O:20].C(Cl)Cl, predict the reaction product. The product is: [Br:9][C:3]1[C:4](=[O:5])[N:6]([C:19]([O:18][CH3:17])=[O:20])[C:7](=[O:8])[C:2]=1[Br:1]. (5) Given the reactants [Cl:1][C:2]1[CH:3]=[CH:4][C:5](/[C:9](/[C:16]2[CH:21]=[CH:20][C:19]([F:22])=[CH:18][CH:17]=2)=[C:10](/[F:15])\[C:11](O)([CH3:13])[CH3:12])=[C:6]([OH:8])[CH:7]=1.Cl, predict the reaction product. The product is: [Cl:1][C:2]1[CH:7]=[C:6]2[C:5]([C:9]([C:16]3[CH:21]=[CH:20][C:19]([F:22])=[CH:18][CH:17]=3)=[C:10]([F:15])[C:11]([CH3:13])([CH3:12])[O:8]2)=[CH:4][CH:3]=1. (6) Given the reactants C[O-].[Na+].[N+:4]([C:7]1[CH:8]=[C:9]2[C:13](=[CH:14][CH:15]=1)[NH:12][CH:11]=[CH:10]2)([O-:6])=[O:5].O=[C:17]1[CH2:22][CH2:21][CH2:20][N:19]([C:23]([O:25][C:26]([CH3:29])([CH3:28])[CH3:27])=[O:24])[CH2:18]1.C(OCC)(=O)C, predict the reaction product. The product is: [N+:4]([C:7]1[CH:8]=[C:9]2[C:13](=[CH:14][CH:15]=1)[NH:12][CH:11]=[C:10]2[C:17]1[CH2:22][CH2:21][CH2:20][N:19]([C:23]([O:25][C:26]([CH3:29])([CH3:28])[CH3:27])=[O:24])[CH:18]=1)([O-:6])=[O:5]. (7) Given the reactants [ClH:1].C(OC(=O)[NH:8][C@H:9]1[CH2:14][CH2:13][C@@H:12]([C:15](=[O:19])[N:16]([CH3:18])[CH3:17])[CH2:11][CH2:10]1)(C)(C)C, predict the reaction product. The product is: [ClH:1].[NH2:8][C@@H:9]1[CH2:10][CH2:11][C@H:12]([C:15]([N:16]([CH3:18])[CH3:17])=[O:19])[CH2:13][CH2:14]1. (8) Given the reactants N#N.Br[C:4]1[S:8][C:7]([CH2:9][C:10]#[N:11])=[CH:6][CH:5]=1.CC1(C)C(C)(C)OB([C:20]2[CH:25]=[CH:24][CH:23]=[CH:22][C:21]=2[NH2:26])O1, predict the reaction product. The product is: [NH2:26][C:21]1[CH:22]=[CH:23][CH:24]=[CH:25][C:20]=1[C:4]1[S:8][C:7]([CH2:9][C:10]#[N:11])=[CH:6][CH:5]=1.